This data is from Full USPTO retrosynthesis dataset with 1.9M reactions from patents (1976-2016). The task is: Predict the reactants needed to synthesize the given product. (1) Given the product [CH2:24]([N:23]([CH2:26][CH3:27])[C:21](=[O:22])[C:18]1[CH:19]=[CH:20][C:15]([C:14]([C:28]2[CH:33]=[CH:32][CH:31]=[CH:30][C:29]=2[N:34]([CH3:42])[C:36]2[CH:41]=[CH:40][CH:39]=[CH:38][CH:37]=2)=[C:11]2[CH2:12][CH2:13][NH:8][CH2:9][CH2:10]2)=[CH:16][CH:17]=1)[CH3:25], predict the reactants needed to synthesize it. The reactants are: CC(OC([N:8]1[CH2:13][CH2:12][C:11](=[C:14]([C:28]2[CH:33]=[CH:32][CH:31]=[CH:30][C:29]=2[NH2:34])[C:15]2[CH:20]=[CH:19][C:18]([C:21]([N:23]([CH2:26][CH3:27])[CH2:24][CH3:25])=[O:22])=[CH:17][CH:16]=2)[CH2:10][CH2:9]1)=O)(C)C.Br[C:36]1[CH:41]=[CH:40][CH:39]=[CH:38][CH:37]=1.[CH3:42]C([O-])(C)C.[Na+].[H-].[Na+].CI.C(O)(C(F)(F)F)=O. (2) The reactants are: CS(O[CH:6]([C:8]1[CH:13]=[C:12]([Br:14])[CH:11]=[CH:10][N:9]=1)[CH3:7])(=O)=O.[N-:15]=[N+:16]=[N-:17].[Na+]. Given the product [N:15]([CH:6]([C:8]1[CH:13]=[C:12]([Br:14])[CH:11]=[CH:10][N:9]=1)[CH3:7])=[N+:16]=[N-:17], predict the reactants needed to synthesize it. (3) Given the product [OH:1][C:2]1[CH:3]=[C:4]2[C:9](=[CH:10][CH:11]=1)[CH:8]=[C:7]([C@H:12]([CH3:16])[C:13]([O:15][C:30]([CH3:33])([CH3:32])[CH3:31])=[O:14])[CH:6]=[CH:5]2, predict the reactants needed to synthesize it. The reactants are: [OH:1][C:2]1[CH:3]=[C:4]2[C:9](=[CH:10][CH:11]=1)[CH:8]=[C:7]([C@H:12]([CH3:16])[C:13]([OH:15])=[O:14])[CH:6]=[CH:5]2.FC(F)(F)C(OC(=O)C(F)(F)F)=O.[C:30](O)([CH3:33])([CH3:32])[CH3:31].[NH4+].[OH-]. (4) Given the product [Cl:24][C:23]1[C:18]2[N:19]([CH:2]=[C:3]([C:5]3[C:6]([C:11]4[CH:16]=[CH:15][CH:14]=[CH:13][CH:12]=4)=[N:7][O:8][C:9]=3[CH3:10])[N:17]=2)[CH:20]=[CH:21][CH:22]=1, predict the reactants needed to synthesize it. The reactants are: Br[CH2:2][C:3]([C:5]1[C:6]([C:11]2[CH:16]=[CH:15][CH:14]=[CH:13][CH:12]=2)=[N:7][O:8][C:9]=1[CH3:10])=O.[NH2:17][C:18]1[C:23]([Cl:24])=[CH:22][CH:21]=[CH:20][N:19]=1.